From a dataset of Reaction yield outcomes from USPTO patents with 853,638 reactions. Predict the reaction yield, written as a fraction of the theoretical maximum amount of product (1.0 means a 100% yield; for example, 0.34 means a 34% yield). (1) The reactants are [CH3:1][NH:2][CH2:3][CH2:4][OH:5].C(O)(=O)C.[OH:10][C:11]1[CH:18]=[CH:17][C:16]([N+:19]([O-:21])=[O:20])=[CH:15][C:12]=1[CH:13]=O.C(O[BH-](OC(=O)C)OC(=O)C)(=O)C.[Na+]. The catalyst is C1COCC1.CO. The product is [OH:5][CH2:4][CH2:3][N:2]([CH2:13][C:12]1[CH:15]=[C:16]([N+:19]([O-:21])=[O:20])[CH:17]=[CH:18][C:11]=1[OH:10])[CH3:1]. The yield is 0.170. (2) The reactants are CO.Cl.[OH:4][CH2:5][C:6]1[N:10]([CH2:11][CH2:12][CH:13]([CH3:15])[CH3:14])[C:9]2[CH:16]=[CH:17][C:18]([C:20]#[N:21])=[CH:19][C:8]=2[N:7]=1. The catalyst is [OH-].[OH-].[Pd+2].C1COCC1. The product is [NH2:21][CH2:20][C:18]1[CH:17]=[CH:16][C:9]2[N:10]([CH2:11][CH2:12][CH:13]([CH3:14])[CH3:15])[C:6]([CH2:5][OH:4])=[N:7][C:8]=2[CH:19]=1. The yield is 0.970. (3) The reactants are [OH:1][C@@H:2]([CH3:40])[CH2:3][NH:4][C:5]1[N:6]([CH3:39])[C:7](=[O:38])[C:8]2[C:13]([C:14]3[CH:19]=[CH:18][CH:17]=[CH:16][CH:15]=3)=[C:12]([C:20]3[CH:25]=[CH:24][C:23]([C:26]4([NH:30]C(=O)OC(C)(C)C)[CH2:29][CH2:28][CH2:27]4)=[CH:22][CH:21]=3)[O:11][C:9]=2[N:10]=1.C(O)(C(F)(F)F)=O.C([O-])([O-])=O.[Na+].[Na+]. The catalyst is C(Cl)Cl. The product is [NH2:30][C:26]1([C:23]2[CH:24]=[CH:25][C:20]([C:12]3[O:11][C:9]4[N:10]=[C:5]([NH:4][CH2:3][C@@H:2]([OH:1])[CH3:40])[N:6]([CH3:39])[C:7](=[O:38])[C:8]=4[C:13]=3[C:14]3[CH:15]=[CH:16][CH:17]=[CH:18][CH:19]=3)=[CH:21][CH:22]=2)[CH2:27][CH2:28][CH2:29]1. The yield is 0.640. (4) The product is [F:13][C:14]1[CH:19]=[C:18]([O:20][CH2:21][CH2:22][O:23][CH3:24])[CH:17]=[C:16]([F:25])[C:15]=1[C:2]1[N:7]=[C:6]([C:8]([O:10][CH3:11])=[O:9])[CH:5]=[CH:4][C:3]=1[F:12]. The yield is 0.950. The reactants are Br[C:2]1[N:7]=[C:6]([C:8]([O:10][CH3:11])=[O:9])[CH:5]=[CH:4][C:3]=1[F:12].[F:13][C:14]1[CH:19]=[C:18]([O:20][CH2:21][CH2:22][O:23][CH3:24])[CH:17]=[C:16]([F:25])[C:15]=1B1OC(C)(C)C(C)(C)O1. No catalyst specified. (5) The reactants are [Cl:1][C:2]1[N:7]=[C:6]([SH:8])[CH:5]=[CH:4][CH:3]=1.C([O-])([O-])=O.[Cs+].[Cs+].Br[CH:16]1[CH2:19][CH2:18][CH2:17]1. The catalyst is CN(C=O)C. The product is [Cl:1][C:2]1[CH:3]=[CH:4][CH:5]=[C:6]([S:8][CH:16]2[CH2:19][CH2:18][CH2:17]2)[N:7]=1. The yield is 0.580. (6) The reactants are [Cl:1][C:2]1[N:10]=[CH:9][CH:8]=[CH:7][C:3]=1[C:4](O)=[O:5].C(Cl)(=O)C([Cl:14])=O. No catalyst specified. The product is [Cl:1][C:2]1[N:10]=[CH:9][CH:8]=[CH:7][C:3]=1[C:4]([Cl:14])=[O:5]. The yield is 0.980. (7) The reactants are [F:1][C@:2]1([CH3:18])[C@H:6]([OH:7])[C@@H:5]([CH2:8][OH:9])[O:4][C@H:3]1[N:10]1[CH:17]=[CH:16][C:14](=[O:15])[NH:13][C:11]1=[O:12].COC1C=CC(C(Cl)(C2C=CC=CC=2)C2C=CC(OC)=CC=2)=CC=1.N1C=CN=C1.[Si:48](Cl)([C:51]([CH3:54])([CH3:53])[CH3:52])([CH3:50])[CH3:49].FC(F)(F)C(O)=O.[OH-].[NH4+]. The catalyst is N1C=CC=CC=1.ClCCl.CO.O. The product is [Si:48]([O:7][C@@H:6]1[C@@H:5]([CH2:8][OH:9])[O:4][C@@H:3]([N:10]2[CH:17]=[CH:16][C:14](=[O:15])[NH:13][C:11]2=[O:12])[C@@:2]1([F:1])[CH3:18])([C:51]([CH3:54])([CH3:53])[CH3:52])([CH3:50])[CH3:49]. The yield is 0.500. (8) The reactants are [F:1][C:2]([F:19])([F:18])[C:3]1[CH:17]=[CH:16][C:6]([CH2:7][O:8][C:9]2[CH:14]=[CH:13][C:12]([NH2:15])=[CH:11][CH:10]=2)=[CH:5][CH:4]=1.[CH3:20][O:21][C:22](=[O:27])[CH2:23][C:24](Cl)=[O:25]. No catalyst specified. The product is [CH3:20][O:21][C:22](=[O:27])[CH2:23][C:24]([NH:15][C:12]1[CH:13]=[CH:14][C:9]([O:8][CH2:7][C:6]2[CH:16]=[CH:17][C:3]([C:2]([F:18])([F:19])[F:1])=[CH:4][CH:5]=2)=[CH:10][CH:11]=1)=[O:25]. The yield is 0.710. (9) The reactants are [CH2:1]([O:6][C:7]1[CH:12]=[CH:11][N+:10]([O-])=[C:9]([CH3:14])[C:8]=1[CH3:15])[CH2:2][CH2:3][CH2:4][CH3:5].[C:16]([O:19]C(=O)C)(=[O:18])[CH3:17]. No catalyst specified. The product is [CH2:1]([O:6][C:7]1[CH:12]=[CH:11][N:10]=[C:9]([CH2:14][O:19][C:16](=[O:18])[CH3:17])[C:8]=1[CH3:15])[CH2:2][CH2:3][CH2:4][CH3:5]. The yield is 0.796.